Dataset: Reaction yield outcomes from USPTO patents with 853,638 reactions. Task: Predict the reaction yield, written as a fraction of the theoretical maximum amount of product (1.0 means a 100% yield; for example, 0.34 means a 34% yield). (1) The reactants are [CH3:1][C:2]1[C:7]([C:8]#[C:9][Si](C)(C)C)=[CH:6][CH:5]=[CH:4][N:3]=1.[F-].C([N+](CCCC)(CCCC)CCCC)CCC. The catalyst is O1CCCC1. The product is [CH2:8]([C:7]1[C:2]([CH3:1])=[N:3][CH:4]=[CH:5][CH:6]=1)[CH3:9]. The yield is 0.511. (2) The yield is 0.680. The catalyst is C(#N)C. The reactants are [CH2:1]([NH2:4])[C:2]#[CH:3].C(N(CC)C(C)C)(C)C.[N:14]1[C:21](Cl)=[N:20][C:18](Cl)=[N:17][C:15]=1[Cl:16].Cl.[CH3:24][O:25][NH:26][CH3:27].C([O-])(O)=O.[Na+]. The product is [Cl:16][C:15]1[N:14]=[C:21]([NH:4][CH2:1][C:2]#[CH:3])[N:20]=[C:18]([N:26]([CH3:27])[O:25][CH3:24])[N:17]=1. (3) The reactants are Cl[CH2:2][C:3]([C:5]1[CH:10]=[CH:9][C:8]([C:11]#[N:12])=[CH:7][CH:6]=1)=[O:4].[NH:13]1[CH:17]=[CH:16][N:15]=[CH:14]1. The catalyst is CC#N.ClCCl.O. The product is [NH:13]1[CH:17]=[CH:16][N:15]=[C:14]1[CH2:2][C:3]([C:5]1[CH:10]=[CH:9][C:8]([C:11]#[N:12])=[CH:7][CH:6]=1)=[O:4]. The yield is 0.900. (4) The reactants are [C:1]1([CH:7]2[CH2:12][N:11]([C:13]3[CH:18]=[CH:17][CH:16]=[CH:15][CH:14]=3)[CH2:10][CH2:9][N:8]2C(OCC2C=CC=CC=2)=O)[CH:6]=[CH:5][CH:4]=[CH:3][CH:2]=1. The catalyst is O1CCCC1.CO.[Pd]. The product is [C:13]1([N:11]2[CH2:10][CH2:9][NH:8][CH:7]([C:1]3[CH:6]=[CH:5][CH:4]=[CH:3][CH:2]=3)[CH2:12]2)[CH:18]=[CH:17][CH:16]=[CH:15][CH:14]=1. The yield is 0.930. (5) The reactants are [CH2:1]([O:8][C:9]([N:11]1[CH2:16][CH2:15][CH2:14][CH:13]([C:17]2[CH:22]=[CH:21][C:20]([CH3:23])=[C:19]([OH:24])[CH:18]=2)[CH2:12]1)=[O:10])[C:2]1[CH:7]=[CH:6][CH:5]=[CH:4][CH:3]=1.C(=O)([O-])[O-].[Cs+].[Cs+].Br[CH2:32][C:33]([O:35][CH2:36][CH3:37])=[O:34]. The catalyst is CN(C)C=O.O. The product is [CH2:1]([O:8][C:9]([N:11]1[CH2:16][CH2:15][CH2:14][CH:13]([C:17]2[CH:22]=[CH:21][C:20]([CH3:23])=[C:19]([O:24][CH2:32][C:33]([O:35][CH2:36][CH3:37])=[O:34])[CH:18]=2)[CH2:12]1)=[O:10])[C:2]1[CH:3]=[CH:4][CH:5]=[CH:6][CH:7]=1. The yield is 0.540. (6) The reactants are [OH:1][CH2:2][CH:3]([NH:5][C:6](=[O:14])[C:7]1[CH:12]=[CH:11][CH:10]=[C:9](I)[CH:8]=1)[CH3:4].[C:15]([OH:22])(=[O:21])[CH2:16][CH2:17][CH2:18][C:19]#[CH:20]. No catalyst specified. The product is [OH:1][CH2:2][CH:3]([NH:5][C:6]([C:7]1[CH:8]=[C:9]([C:20]#[C:19][CH2:18][CH2:17][CH2:16][C:15]([OH:22])=[O:21])[CH:10]=[CH:11][CH:12]=1)=[O:14])[CH3:4]. The yield is 0.990.